This data is from Full USPTO retrosynthesis dataset with 1.9M reactions from patents (1976-2016). The task is: Predict the reactants needed to synthesize the given product. (1) The reactants are: [O:1]([C:8]1[CH:9]=[C:10]([CH:12]=[CH:13][CH:14]=1)[NH2:11])[C:2]1[CH:7]=[CH:6][CH:5]=[CH:4][CH:3]=1.[F:15][C:16]([F:21])([F:20])[CH:17]1[O:19][CH2:18]1. Given the product [O:1]([C:8]1[CH:9]=[C:10]([NH:11][CH2:18][CH:17]([OH:19])[C:16]([F:21])([F:20])[F:15])[CH:12]=[CH:13][CH:14]=1)[C:2]1[CH:3]=[CH:4][CH:5]=[CH:6][CH:7]=1, predict the reactants needed to synthesize it. (2) Given the product [F:34][C:19]([F:18])([F:35])[C:20]1[O:24][N:23]=[C:22]([C:25]2[CH:26]=[C:27]([C:28]([N:12]3[CH2:13][CH2:14][CH2:15][N:9]([C:6]4[CH:5]=[CH:4][C:3]([C:2]([F:1])([F:16])[F:17])=[CH:8][N:7]=4)[CH2:10][CH2:11]3)=[O:29])[CH:31]=[CH:32][CH:33]=2)[N:21]=1, predict the reactants needed to synthesize it. The reactants are: [F:1][C:2]([F:17])([F:16])[C:3]1[CH:4]=[CH:5][C:6]([N:9]2[CH2:15][CH2:14][CH2:13][NH:12][CH2:11][CH2:10]2)=[N:7][CH:8]=1.[F:18][C:19]([F:35])([F:34])[C:20]1[O:24][N:23]=[C:22]([C:25]2[CH:26]=[C:27]([CH:31]=[CH:32][CH:33]=2)[C:28](O)=[O:29])[N:21]=1.Cl.CN(C)CCCN=C=NCC.C(N(C(C)C)CC)(C)C. (3) Given the product [N+:1]([C:4]1[CH:9]=[CH:8][C:7]([N:10]2[CH2:14][CH2:13][CH:12]([NH2:15])[CH2:11]2)=[CH:6][CH:5]=1)([O-:3])=[O:2], predict the reactants needed to synthesize it. The reactants are: [N+:1]([C:4]1[CH:9]=[CH:8][C:7]([N:10]2[CH2:14][CH2:13][CH:12]([NH:15]C(=O)C)[CH2:11]2)=[CH:6][CH:5]=1)([O-:3])=[O:2].Cl.[OH-].[Na+].